Dataset: HIV replication inhibition screening data with 41,000+ compounds from the AIDS Antiviral Screen. Task: Binary Classification. Given a drug SMILES string, predict its activity (active/inactive) in a high-throughput screening assay against a specified biological target. The compound is Cl.O=c1oc2c3ccc4ccccc4c3n(Cc3nc4ccccc4[nH]3)c2c2ccccc12. The result is 0 (inactive).